From a dataset of Full USPTO retrosynthesis dataset with 1.9M reactions from patents (1976-2016). Predict the reactants needed to synthesize the given product. (1) Given the product [CH3:7][C:1]1[CH2:6][CH2:5][CH:4]([CH2:26][O:25][C:18](=[O:24])[CH2:19][CH2:20][C:21]([O:23][CH2:15][CH:12]2[CH2:13][CH2:14][C:9]([CH3:8])=[CH:10][CH2:11]2)=[O:22])[CH2:3][CH:2]=1, predict the reactants needed to synthesize it. The reactants are: [C:1]1([CH3:7])[CH:6]=[CH:5][CH:4]=[CH:3][CH:2]=1.[CH3:8][C:9]1[CH2:14][CH2:13][CH:12]([CH2:15]CO)[CH2:11][CH:10]=1.[C:18]1(=[O:24])[O:23][C:21](=[O:22])[CH2:20][CH2:19]1.[OH2:25].[C:26]1(C)C(S(O)(=O)=O)=CC=CC=1. (2) Given the product [CH2:1]([O:3][C:4](=[O:29])[CH2:5][C:6]1[CH:11]=[CH:10][C:9]([O:12][CH3:13])=[C:8]([O:14][C:15]2[CH:20]=[CH:19][C:18]([C:21]([F:24])([F:22])[F:23])=[CH:17][C:16]=2[CH2:25][N:26]([C:30](=[O:32])[CH3:31])[CH2:27][CH3:28])[CH:7]=1)[CH3:2], predict the reactants needed to synthesize it. The reactants are: [CH2:1]([O:3][C:4](=[O:29])[CH2:5][C:6]1[CH:11]=[CH:10][C:9]([O:12][CH3:13])=[C:8]([O:14][C:15]2[CH:20]=[CH:19][C:18]([C:21]([F:24])([F:23])[F:22])=[CH:17][C:16]=2[CH2:25][NH:26][CH2:27][CH3:28])[CH:7]=1)[CH3:2].[C:30](Cl)(=[O:32])[CH3:31]. (3) Given the product [C:1]([C:5]1[CH:10]=[CH:9][C:8]([S:11]([N:14]2[C:20]3[C:21]([C:36]4[CH:35]=[N:34][CH:39]=[CH:38][CH:37]=4)=[CH:22][CH:23]=[CH:24][C:19]=3[NH:18][C:17]3[N:26]=[C:27]([C:30]([F:33])([F:32])[F:31])[CH:28]=[CH:29][C:16]=3[CH2:15]2)(=[O:13])=[O:12])=[CH:7][CH:6]=1)([CH3:4])([CH3:3])[CH3:2], predict the reactants needed to synthesize it. The reactants are: [C:1]([C:5]1[CH:10]=[CH:9][C:8]([S:11]([N:14]2[C:20]3[C:21](Cl)=[CH:22][CH:23]=[CH:24][C:19]=3[NH:18][C:17]3[N:26]=[C:27]([C:30]([F:33])([F:32])[F:31])[CH:28]=[CH:29][C:16]=3[CH2:15]2)(=[O:13])=[O:12])=[CH:7][CH:6]=1)([CH3:4])([CH3:3])[CH3:2].[N:34]1[CH:39]=[CH:38][CH:37]=[C:36](B(O)O)[CH:35]=1.COC1C=CC=C(OC)C=1C1C=CC=CC=1P(C1CCCCC1)C1CCCCC1.[O-]P([O-])([O-])=O.[K+].[K+].[K+]. (4) Given the product [OH:27][CH:22]([CH:2]1[CH2:3][CH2:4][CH2:5][C:1]1=[O:6])[CH2:23][CH2:24][CH2:25][CH3:26], predict the reactants needed to synthesize it. The reactants are: [C:1]1(=[O:6])[CH2:5][CH2:4][CH2:3][CH2:2]1.[OH-].[Na+].P(=O)(O)(O)O.P([O-])([O-])([O-])=O.[Na+].[Na+].[Na+].[CH:22](=[O:27])[CH2:23][CH2:24][CH2:25][CH3:26]. (5) Given the product [CH2:8]([NH:15][C:2]1[CH:7]=[CH:6][CH:5]=[CH:4][CH:3]=1)[C:9]1[CH:14]=[CH:13][CH:12]=[CH:11][CH:10]=1, predict the reactants needed to synthesize it. The reactants are: Cl[C:2]1[CH:7]=[CH:6][CH:5]=[CH:4][CH:3]=1.[CH2:8]([NH2:15])[C:9]1[CH:14]=[CH:13][CH:12]=[CH:11][CH:10]=1.CC([O-])(C)C.[Na+].O(CCCC)CCCC. (6) Given the product [O:10]=[C:4]([CH:20]1[C:21](=[O:28])[C:22]2[C:27](=[CH:26][CH:25]=[CH:24][CH:23]=2)[S:18][CH2:19]1)[C:5]([O:7][CH2:8][CH3:9])=[O:6], predict the reactants needed to synthesize it. The reactants are: C(O[C:4](=[O:10])[C:5]([O:7][CH2:8][CH3:9])=[O:6])C.[O-]CC.[Na+].CCO.[S:18]1[C:27]2[C:22](=[CH:23][CH:24]=[CH:25][CH:26]=2)[C:21](=[O:28])[CH2:20][CH2:19]1. (7) Given the product [CH3:1][O:2][C:3]1[CH:4]=[N:5][CH:6]=[CH:7][C:8]=1[C:9]1[CH:14]=[CH:13][N:12]=[CH:11][C:10]=1[N:15]([CH3:16])[C:22](=[O:23])[C:21]1[CH:20]=[C:19]([C:18]([F:33])([F:32])[F:17])[CH:27]=[C:26]([C:28]([F:31])([F:30])[F:29])[CH:25]=1, predict the reactants needed to synthesize it. The reactants are: [CH3:1][O:2][C:3]1[CH:4]=[N:5][CH:6]=[CH:7][C:8]=1[C:9]1[CH:14]=[CH:13][N:12]=[CH:11][C:10]=1[NH:15][CH3:16].[F:17][C:18]([F:33])([F:32])[C:19]1[CH:20]=[C:21]([CH:25]=[C:26]([C:28]([F:31])([F:30])[F:29])[CH:27]=1)[C:22](Cl)=[O:23].